This data is from Reaction yield outcomes from USPTO patents with 853,638 reactions. The task is: Predict the reaction yield, written as a fraction of the theoretical maximum amount of product (1.0 means a 100% yield; for example, 0.34 means a 34% yield). (1) The reactants are [N+:1]([C:4]1[CH:9]=[CH:8][C:7](B(O)O)=[CH:6][CH:5]=1)([O-:3])=[O:2].Br[C:14]1[N:18]=[CH:17][N:16]([CH:19]2[CH2:24][CH2:23][CH2:22][CH2:21][O:20]2)[N:15]=1.C(=O)([O-])[O-].[K+].[K+]. The catalyst is C(COC)OC.O.C1C=CC([P]([Pd]([P](C2C=CC=CC=2)(C2C=CC=CC=2)C2C=CC=CC=2)([P](C2C=CC=CC=2)(C2C=CC=CC=2)C2C=CC=CC=2)[P](C2C=CC=CC=2)(C2C=CC=CC=2)C2C=CC=CC=2)(C2C=CC=CC=2)C2C=CC=CC=2)=CC=1. The product is [N+:1]([C:4]1[CH:9]=[CH:8][C:7]([C:14]2[N:18]=[CH:17][N:16]([CH:19]3[CH2:24][CH2:23][CH2:22][CH2:21][O:20]3)[N:15]=2)=[CH:6][CH:5]=1)([O-:3])=[O:2]. The yield is 0.243. (2) The reactants are [CH3:1][O:2][C:3]1[CH:9]=[CH:8][C:6]([NH2:7])=[C:5]([CH3:10])[CH:4]=1.C(=O)([O-])O.[Na+].[C:16](Cl)(Cl)=[S:17]. The catalyst is O1CCCC1. The product is [CH3:1][O:2][C:3]1[CH:9]=[CH:8][C:6]([N:7]=[C:16]=[S:17])=[C:5]([CH3:10])[CH:4]=1. The yield is 0.790. (3) The reactants are [NH2:1][C:2]1[S:3][CH:4]=[C:5]([C:7]2[CH:12]=[CH:11][C:10]([OH:13])=[CH:9][CH:8]=2)[N:6]=1.[CH3:14][O:15][CH2:16][CH2:17]O.C1(P(C2C=CC=CC=2)C2C=CC=CC=2)C=CC=CC=1.CCOC(/N=N/C(OCC)=O)=O. The catalyst is C1COCC1. The product is [CH3:14][O:15][CH2:16][CH2:17][O:13][C:10]1[CH:9]=[CH:8][C:7]([C:5]2[N:6]=[C:2]([NH2:1])[S:3][CH:4]=2)=[CH:12][CH:11]=1. The yield is 0.260. (4) The reactants are [CH3:1][O:2][C:3]1[C:12]([CH3:13])=[C:11]2[C:6]([C:7]([O:24][CH2:25][CH2:26][C@@H:27]3[NH:41][C:40](=[O:42])[N:39]([CH3:43])[CH2:38][CH2:37][CH2:36][CH2:35][CH:34]=[CH:33][C@H:32]4[C@@:30]([C:44]([O:46]CC)=[O:45])([CH2:31]4)[NH:29][C:28]3=[O:49])=[CH:8][C:9]([C:14]3[CH:15]=[N:16][N:17]([CH2:19][CH2:20][CH:21]([CH3:23])[CH3:22])[CH:18]=3)=[N:10]2)=[CH:5][CH:4]=1.C(C1N=C(C2C=C(OCC[C@@H]3NC(=O)N(C)CCCCC=C[C@H]4[C@@](C(O)=O)(C4)NC3=O)C3C(=C(C)C(OC)=CC=3)N=2)SC=1)(C)C. No catalyst specified. The product is [CH2:19]([N:17]1[CH:18]=[C:14]([C:9]2[CH:8]=[C:7]([O:24][CH2:25][CH2:26][C@@H:27]3[NH:41][C:40](=[O:42])[N:39]([CH3:43])[CH2:38][CH2:37][CH2:36][CH2:35][CH:34]=[CH:33][C@H:32]4[C@@:30]([C:44]([OH:46])=[O:45])([CH2:31]4)[NH:29][C:28]3=[O:49])[C:6]3[C:11](=[C:12]([CH3:13])[C:3]([O:2][CH3:1])=[CH:4][CH:5]=3)[N:10]=2)[CH:15]=[N:16]1)[CH2:20][CH:21]([CH3:22])[CH3:23]. The yield is 0.700. (5) The reactants are [NH2:1][C:2]1[CH:3]=[CH:4][C:5]([CH3:24])=[C:6]([CH:23]=1)[O:7][C:8]1[CH:9]=[CH:10][C:11]2[N:12]([CH:14]=[C:15]([NH:17][C:18]([CH:20]3[CH2:22][CH2:21]3)=[O:19])[N:16]=2)[N:13]=1.[F:25][C:26]([F:37])([F:36])[C:27]1[CH:28]=[C:29]([CH:33]=[CH:34][CH:35]=1)[C:30](O)=[O:31].Cl.CN(C)CCCN=C=NCC.ON1C2C=CC=CC=2N=N1. The catalyst is CN(C)C=O. The product is [CH:20]1([C:18]([NH:17][C:15]2[N:16]=[C:11]3[CH:10]=[CH:9][C:8]([O:7][C:6]4[CH:23]=[C:2]([NH:1][C:30](=[O:31])[C:29]5[CH:33]=[CH:34][CH:35]=[C:27]([C:26]([F:25])([F:36])[F:37])[CH:28]=5)[CH:3]=[CH:4][C:5]=4[CH3:24])=[N:13][N:12]3[CH:14]=2)=[O:19])[CH2:22][CH2:21]1. The yield is 0.720. (6) The reactants are C(N(CC)CC)C.[C:8]([C:10]1[CH:17]=[CH:16][C:13]([CH2:14][NH2:15])=[CH:12][CH:11]=1)#[N:9].[CH3:18][C:19]([CH3:24])([CH3:23])[C:20](Cl)=[O:21]. The catalyst is C(Cl)Cl. The product is [CH3:18][C:19]([CH3:24])([CH3:23])[C:20]([NH:9][CH2:8][C:10]1[CH:17]=[CH:16][C:13]([C:14]#[N:15])=[CH:12][CH:11]=1)=[O:21]. The yield is 0.750. (7) The catalyst is C1COCC1. The product is [CH2:1]([N:8]1[CH:12]=[C:11]([C:13]2[NH:21][C:20]3[C:19](=[O:22])[N:18]([CH2:23][CH2:24][CH3:25])[C:17]([NH:30][CH3:27])=[N:16][C:15]=3[N:14]=2)[CH:10]=[N:9]1)[C:2]1[CH:7]=[CH:6][CH:5]=[CH:4][CH:3]=1. The reactants are [CH2:1]([N:8]1[CH:12]=[C:11]([C:13]2[NH:21][C:20]3[C:19](=[O:22])[N:18]([CH2:23][CH2:24][CH3:25])[C:17](Cl)=[N:16][C:15]=3[N:14]=2)[CH:10]=[N:9]1)[C:2]1[CH:7]=[CH:6][CH:5]=[CH:4][CH:3]=1.[CH:27]([N:30](C(C)C)CC)(C)C.CN. The yield is 0.510. (8) The reactants are Br[C:2]1[CH:3]=[C:4]([NH:10][C:11]2[CH:16]=[CH:15][C:14]([N:17]3[CH2:22][CH2:21][N:20]([CH:23]4[CH2:26][O:25][CH2:24]4)[CH2:19][C@@H:18]3[CH2:27][CH3:28])=[CH:13][N:12]=2)[C:5](=[O:9])[N:6]([CH3:8])[CH:7]=1.[B:29]1([B:29]2[O:33][C:32]([CH3:35])([CH3:34])[C:31]([CH3:37])([CH3:36])[O:30]2)[O:33][C:32]([CH3:35])([CH3:34])[C:31]([CH3:37])([CH3:36])[O:30]1.CC(C1C=C(C(C)C)C(C2C=CC=CC=2P(C2CCCCC2)C2CCCCC2)=C(C(C)C)C=1)C.C([O-])(=O)C.[K+]. The catalyst is C1C=CC(/C=C/C(/C=C/C2C=CC=CC=2)=O)=CC=1.C1C=CC(/C=C/C(/C=C/C2C=CC=CC=2)=O)=CC=1.C1C=CC(/C=C/C(/C=C/C2C=CC=CC=2)=O)=CC=1.[Pd].[Pd].O1CCOCC1. The product is [CH2:27]([C@H:18]1[CH2:19][N:20]([CH:23]2[CH2:26][O:25][CH2:24]2)[CH2:21][CH2:22][N:17]1[C:14]1[CH:15]=[CH:16][C:11]([NH:10][C:4]2[C:5](=[O:9])[N:6]([CH3:8])[CH:7]=[C:2]([B:29]3[O:33][C:32]([CH3:35])([CH3:34])[C:31]([CH3:37])([CH3:36])[O:30]3)[CH:3]=2)=[N:12][CH:13]=1)[CH3:28]. The yield is 0.840. (9) The reactants are [NH2:1][C:2]1N=[CH:6][C:5](I)=[CH:4][N:3]=1.[F:9][C:10]([F:21])([F:20])[C:11]1[CH:16]=[CH:15]C(B(O)O)=[CH:13][CH:12]=1.[C:22](=O)([O-])[O-].[Na+].[Na+].[Cl-].[NH4+:29]. The catalyst is CC#N. The product is [F:9][C:10]([F:21])([F:20])[C:11]1[CH:16]=[CH:15][C:6]([C:5]2[N:29]=[CH:22][C:2]([NH2:1])=[N:3][CH:4]=2)=[CH:13][CH:12]=1. The yield is 0.870. (10) The reactants are [CH2:1]([O:8][CH2:9][C@H:10]([C@H:12]1[O:16][C:15](=[O:17])[C@H:14]([CH2:18][CH3:19])[CH2:13]1)[OH:11])[C:2]1[CH:7]=[CH:6][CH:5]=[CH:4][CH:3]=1.C(N(CC)CC)C.[CH3:27][S:28](Cl)(=[O:30])=[O:29].O. The catalyst is C(Cl)Cl. The yield is 0.960. The product is [CH2:1]([O:8][CH2:9][C@@H:10]([O:11][S:28]([CH3:27])(=[O:30])=[O:29])[C@@H:12]1[CH2:13][C@@H:14]([CH2:18][CH3:19])[C:15](=[O:17])[O:16]1)[C:2]1[CH:3]=[CH:4][CH:5]=[CH:6][CH:7]=1.